Dataset: Reaction yield outcomes from USPTO patents with 853,638 reactions. Task: Predict the reaction yield, written as a fraction of the theoretical maximum amount of product (1.0 means a 100% yield; for example, 0.34 means a 34% yield). The yield is 0.820. The catalyst is C1COCC1.O. The reactants are [CH:1]1[CH:6]=[CH:5][C:4]([C@@H:7]([NH2:11])[C:8]([OH:10])=[O:9])=[CH:3][CH:2]=1.C([O-])(O)=O.[Na+].[CH2:17]([O:19][C:20](Cl)=[O:21])[CH3:18].Cl. The product is [CH2:17]([O:19][C:20]([NH:11][C@H:7]([C:4]1[CH:3]=[CH:2][CH:1]=[CH:6][CH:5]=1)[C:8]([OH:10])=[O:9])=[O:21])[CH3:18].